From a dataset of Reaction yield outcomes from USPTO patents with 853,638 reactions. Predict the reaction yield, written as a fraction of the theoretical maximum amount of product (1.0 means a 100% yield; for example, 0.34 means a 34% yield). (1) The reactants are [Cl:1][C:2]1[CH:15]=[CH:14][C:5]([O:6][C:7]2[CH:12]=[CH:11][C:10]([OH:13])=[CH:9][CH:8]=2)=[C:4]([N+:16]([O-])=O)[CH:3]=1.Cl[Sn]Cl. No catalyst specified. The product is [NH2:16][C:4]1[CH:3]=[C:2]([Cl:1])[CH:15]=[CH:14][C:5]=1[O:6][C:7]1[CH:8]=[CH:9][C:10]([OH:13])=[CH:11][CH:12]=1. The yield is 0.780. (2) The reactants are [CH3:1][C:2]([CH3:26])([O:13][C:14]([NH:16][C@H:17]([C@H:21]([OH:25])[CH:22]([CH3:24])[CH3:23])[C:18](O)=[O:19])=[O:15])[CH2:3][CH2:4][CH2:5][CH2:6][C:7]1[CH:12]=[CH:11][CH:10]=[CH:9][CH:8]=1.CC(C)(OC(N[C@H]([C@@H](O)C(C)C)C(O)=O)=O)CCCCC1C=CC=CC=1.CCN(CC)CC.CN(C(ON1N=NC2C=CC=CC1=2)=[N+](C)C)C.[B-](F)(F)(F)F. The catalyst is C(Cl)Cl. The product is [CH3:1][C:2]([O:13][C:14](=[O:15])[NH:16][C@H:17]1[C:18](=[O:19])[O:25][C@@H:21]1[CH:22]([CH3:24])[CH3:23])([CH3:26])[CH2:3][CH2:4][CH2:5][CH2:6][C:7]1[CH:12]=[CH:11][CH:10]=[CH:9][CH:8]=1. The yield is 0.180. (3) The reactants are [Br:1][C:2]1[CH:3]=[C:4]2[C:9](=[CH:10][CH:11]=1)[C:8](=[O:12])[NH:7][C:6](=[O:13])[C:5]2=[CH:14]OC.[N:17]1([CH2:23][C:24]2[CH:29]=[CH:28][C:27]([NH2:30])=[CH:26][CH:25]=2)[CH2:22][CH2:21][CH2:20][CH2:19][CH2:18]1. The catalyst is CN(C)C=O.C(OCC)C. The product is [Br:1][C:2]1[CH:3]=[C:4]2[C:9](=[CH:10][CH:11]=1)[C:8](=[O:12])[NH:7][C:6](=[O:13])[C:5]2=[CH:14][NH:30][C:27]1[CH:26]=[CH:25][C:24]([CH2:23][N:17]2[CH2:22][CH2:21][CH2:20][CH2:19][CH2:18]2)=[CH:29][CH:28]=1. The yield is 0.850. (4) The reactants are C(OC(=O)C)C.[C:7]([O:11][C:12]([NH:14][CH2:15][CH2:16][O:17][C:18](=[O:32])[CH2:19][O:20][C:21]1[CH:26]=[CH:25][C:24]([CH2:27][CH2:28][CH2:29][CH2:30][NH2:31])=[CH:23][CH:22]=1)=[O:13])([CH3:10])([CH3:9])[CH3:8].C(N(CC)CC)C.I.[NH2:41][C:42]1[C:43]([C:50]([NH:52][C:53](=[NH:56])SC)=[O:51])=[N:44][C:45]([Cl:49])=[C:46]([NH2:48])[N:47]=1. The catalyst is C1COCC1. The product is [C:7]([O:11][C:12]([NH:14][CH2:15][CH2:16][O:17][C:18](=[O:32])[CH2:19][O:20][C:21]1[CH:22]=[CH:23][C:24]([CH2:27][CH2:28][CH2:29][CH2:30][NH:31][C:53]([NH2:56])=[N:52][C:50]([C:43]2[C:42]([NH2:41])=[N:47][C:46]([NH2:48])=[C:45]([Cl:49])[N:44]=2)=[O:51])=[CH:25][CH:26]=1)=[O:13])([CH3:10])([CH3:8])[CH3:9]. The yield is 0.760. (5) The reactants are [NH2:1][CH:2]1[CH2:7][CH2:6][CH:5]([CH2:8][NH:9][C:10]2[S:11][C:12]3[CH2:19][CH2:18][O:17][C:16]4[CH:20]=[CH:21][CH:22]=[CH:23][C:15]=4[C:13]=3[N:14]=2)[CH2:4][CH2:3]1.[C:24](Cl)(=[O:26])[CH3:25].O. The catalyst is N1C=CC=CC=1.C(N(C(C)C)CC)(C)C. The product is [N:14]1[C:13]2[C:15]3[CH:23]=[CH:22][CH:21]=[CH:20][C:16]=3[O:17][CH2:18][CH2:19][C:12]=2[S:11][C:10]=1[NH:9][CH2:8][CH:5]1[CH2:6][CH2:7][CH:2]([NH:1][C:24](=[O:26])[CH3:25])[CH2:3][CH2:4]1. The yield is 0.720. (6) The reactants are [C:1]([O:5][C:6]([N:8]1[CH2:13][CH2:12][N:11]([CH2:14][C:15]2[CH:16]=[C:17]([CH:21]=[CH:22][CH:23]=2)[C:18](O)=[O:19])[CH2:10][CH2:9]1)=[O:7])([CH3:4])([CH3:3])[CH3:2].CN(C(ON1N=NC2C=CC=NC1=2)=[N+](C)C)C.F[P-](F)(F)(F)(F)F.[NH2:48][CH2:49][CH:50]([OH:62])[CH2:51][N:52]1[CH2:61][CH2:60][C:59]2[C:54](=[CH:55][CH:56]=[CH:57][CH:58]=2)[CH2:53]1.CCN(C(C)C)C(C)C. The catalyst is C(Cl)Cl. The product is [CH2:53]1[C:54]2[C:59](=[CH:58][CH:57]=[CH:56][CH:55]=2)[CH2:60][CH2:61][N:52]1[CH2:51][CH:50]([OH:62])[CH2:49][NH:48][C:18]([C:17]1[CH:16]=[C:15]([CH:23]=[CH:22][CH:21]=1)[CH2:14][N:11]1[CH2:12][CH2:13][N:8]([C:6]([O:5][C:1]([CH3:3])([CH3:4])[CH3:2])=[O:7])[CH2:9][CH2:10]1)=[O:19]. The yield is 0.940.